Predict the product of the given reaction. From a dataset of Forward reaction prediction with 1.9M reactions from USPTO patents (1976-2016). (1) Given the reactants [F:1][C:2]1[C:7]2[NH:8][C:9](=O)[CH2:10][O:11][C:6]=2[CH:5]=[CH:4][C:3]=1[OH:13], predict the reaction product. The product is: [F:1][C:2]1[C:7]2[NH:8][CH2:9][CH2:10][O:11][C:6]=2[CH:5]=[CH:4][C:3]=1[OH:13]. (2) Given the reactants COC(=O)[NH:4][C:5]1[S:6][C:7]2[C:13]([CH:14]3[CH2:19][O:18][CH2:17][CH2:16][O:15]3)=[CH:12][CH:11]=[C:10]([O:20][CH3:21])[C:8]=2[N:9]=1.[OH-].[Na+], predict the reaction product. The product is: [O:15]1[CH2:16][CH2:17][O:18][CH2:19][CH:14]1[C:13]1[C:7]2[S:6][C:5]([NH2:4])=[N:9][C:8]=2[C:10]([O:20][CH3:21])=[CH:11][CH:12]=1. (3) Given the reactants [F:1][C:2]1[C:7]([O:8][CH3:9])=[CH:6][CH:5]=[CH:4][C:3]=1[CH2:10][C:11]#N.[OH-:13].[Na+].[OH2:15], predict the reaction product. The product is: [F:1][C:2]1[C:7]([O:8][CH3:9])=[CH:6][CH:5]=[CH:4][C:3]=1[CH2:10][C:11]([OH:15])=[O:13]. (4) The product is: [S:1]1[C:5]2[CH:6]=[C:7]([N:10]3[CH2:14][CH2:13][N:12]([C:21]4[CH:20]=[N:19][CH:18]=[CH:17][C:22]=4[CH:23]([O:26][CH3:27])[O:24][CH3:25])[C:11]3=[O:15])[CH:8]=[CH:9][C:4]=2[N:3]=[CH:2]1. Given the reactants [S:1]1[C:5]2[CH:6]=[C:7]([N:10]3[CH2:14][CH2:13][NH:12][C:11]3=[O:15])[CH:8]=[CH:9][C:4]=2[N:3]=[CH:2]1.Br[C:17]1[CH:18]=[N:19][CH:20]=[CH:21][C:22]=1[CH:23]([O:26][CH3:27])[O:24][CH3:25].N[C@@H]1CCCC[C@H]1N.P([O-])([O-])([O-])=O.[K+].[K+].[K+], predict the reaction product. (5) The product is: [Cl:28][C:29]1[CH:30]=[C:31]([NH:36][C:37]2[C:46]3[C:41](=[CH:42][C:43]([O:52][CH2:53][CH2:54][N:17]4[CH2:18][CH2:19][N:14]5[CH:15]([CH2:10][O:11][C:12](=[O:20])[CH2:13]5)[CH2:16]4)=[C:44]([O:47][CH2:48][CH:49]4[CH2:51][CH2:50]4)[CH:45]=3)[N:40]=[CH:39][N:38]=2)[CH:32]=[CH:33][C:34]=1[F:35]. Given the reactants C(N(C(C)C)CC)(C)C.[CH2:10]1[CH:15]2[CH2:16][NH:17][CH2:18][CH2:19][N:14]2[CH2:13][C:12](=[O:20])[O:11]1.FC(F)(F)C(O)=O.[Cl:28][C:29]1[CH:30]=[C:31]([NH:36][C:37]2[C:46]3[C:41](=[CH:42][C:43]([O:52][CH2:53][CH2:54]Br)=[C:44]([O:47][CH2:48][CH:49]4[CH2:51][CH2:50]4)[CH:45]=3)[N:40]=[CH:39][N:38]=2)[CH:32]=[CH:33][C:34]=1[F:35].C(=O)([O-])[O-].[K+].[K+].[I-].[Na+], predict the reaction product. (6) Given the reactants CCC(C)[BH-](C(C)CC)C(C)CC.[Li+].[Si:15]([O:32][C@@H:33]1[CH2:38][CH2:37][C:36](=[O:39])[C@@H:35]([F:40])[CH2:34]1)([C:28]([CH3:31])([CH3:30])[CH3:29])([C:22]1[CH:27]=[CH:26][CH:25]=[CH:24][CH:23]=1)[C:16]1[CH:21]=[CH:20][CH:19]=[CH:18][CH:17]=1.OO.[O-]S([O-])=O.[Na+].[Na+], predict the reaction product. The product is: [Si:15]([O:32][C@@H:33]1[CH2:38][CH2:37][C@@H:36]([OH:39])[C@@H:35]([F:40])[CH2:34]1)([C:28]([CH3:31])([CH3:29])[CH3:30])([C:22]1[CH:27]=[CH:26][CH:25]=[CH:24][CH:23]=1)[C:16]1[CH:17]=[CH:18][CH:19]=[CH:20][CH:21]=1.